From a dataset of Reaction yield outcomes from USPTO patents with 853,638 reactions. Predict the reaction yield, written as a fraction of the theoretical maximum amount of product (1.0 means a 100% yield; for example, 0.34 means a 34% yield). The reactants are [O:1]1[CH2:6][CH:5]=[C:4]([C:7]2[C:8]([O:13][CH:14]3[CH2:19][CH2:18][N:17]([C:20]([O:22][C:23]([CH3:26])([CH3:25])[CH3:24])=[O:21])[CH2:16][CH2:15]3)=[N:9][CH:10]=[CH:11][CH:12]=2)[CH2:3][CH2:2]1. The catalyst is CO.[Pd]. The product is [O:1]1[CH2:6][CH2:5][CH:4]([C:7]2[C:8]([O:13][CH:14]3[CH2:19][CH2:18][N:17]([C:20]([O:22][C:23]([CH3:26])([CH3:25])[CH3:24])=[O:21])[CH2:16][CH2:15]3)=[N:9][CH:10]=[CH:11][CH:12]=2)[CH2:3][CH2:2]1. The yield is 0.910.